From a dataset of Catalyst prediction with 721,799 reactions and 888 catalyst types from USPTO. Predict which catalyst facilitates the given reaction. (1) Reactant: CC(OC([NH:8][C@H:9]([C:18]([OH:20])=[O:19])[CH2:10][C:11]1[CH:16]=[CH:15][C:14]([OH:17])=[CH:13][CH:12]=1)=O)(C)C.[OH-].[Na+].C([O:30][C:31]1[CH:50]=[CH:49][C:34]([CH2:35][C:36]2[C:46]([CH3:47])=[CH:45][C:39]([O:40][CH2:41][C:42](O)=[O:43])=[CH:38][C:37]=2[CH3:48])=[CH:33][C:32]=1[CH:51]([CH3:53])[CH3:52])C1C=CC=CC=1.Cl.C([SiH](CC)CC)C. Product: [NH2:8][CH:9]([CH2:10][C:11]1[CH:12]=[CH:13][C:14]([O:17][C:42](=[O:43])[CH2:41][O:40][C:39]2[CH:45]=[C:46]([CH3:47])[C:36]([CH2:35][C:34]3[CH:49]=[CH:50][C:31]([OH:30])=[C:32]([CH:51]([CH3:52])[CH3:53])[CH:33]=3)=[C:37]([CH3:48])[CH:38]=2)=[CH:15][CH:16]=1)[C:18]([OH:20])=[O:19]. The catalyst class is: 21. (2) The catalyst class is: 2. Reactant: O[CH2:2][CH2:3][O:4][CH2:5][C:6]([CH3:12])([CH3:11])[C:7]([O:9][CH3:10])=[O:8].N1C=CN=C1.C1(P(C2C=CC=CC=2)C2C=CC=CC=2)C=CC=CC=1.[I:37]I. Product: [I:37][CH2:2][CH2:3][O:4][CH2:5][C:6]([CH3:12])([CH3:11])[C:7]([O:9][CH3:10])=[O:8]. (3) Reactant: C([N:8]1[CH:13]2[CH2:14][CH2:15][CH:9]1[CH2:10][N:11]([C:16]1[CH:21]=[CH:20][C:19]([F:22])=[CH:18][CH:17]=1)[CH2:12]2)C1C=CC=CC=1.[ClH:23].CO. Product: [ClH:23].[F:22][C:19]1[CH:20]=[CH:21][C:16]([N:11]2[CH2:10][CH:9]3[NH:8][CH:13]([CH2:14][CH2:15]3)[CH2:12]2)=[CH:17][CH:18]=1. The catalyst class is: 45. (4) Reactant: [F:1][C:2]1[CH:7]=[C:6]([F:8])[CH:5]=[CH:4][C:3]=1[C:9]1[CH:10]=[C:11]2[C:16](=[CH:17][CH:18]=1)[NH:15][C:14](=[O:19])[CH2:13][CH2:12]2.[CH3:20][O:21][C:22]1[CH:32]=[CH:31][CH:30]=[CH:29][C:23]=1[O:24][CH2:25][CH:26]1[CH2:28][O:27]1.C(=O)([O-])[O-].[Cs+].[Cs+].O. Product: [F:1][C:2]1[CH:7]=[C:6]([F:8])[CH:5]=[CH:4][C:3]=1[C:9]1[CH:10]=[C:11]2[C:16](=[CH:17][CH:18]=1)[N:15]([CH2:28][CH:26]([OH:27])[CH2:25][O:24][C:23]1[CH:29]=[CH:30][CH:31]=[CH:32][C:22]=1[O:21][CH3:20])[C:14](=[O:19])[CH2:13][CH2:12]2. The catalyst class is: 9. (5) Reactant: [NH2:1][C@H:2]([CH2:10][CH:11]=[CH2:12])[C:3]([O:5][C:6]([CH3:9])([CH3:8])[CH3:7])=[O:4].[CH3:13][O:14][C:15]1[CH:20]=[CH:19][C:18]([S:21](Cl)(=[O:23])=[O:22])=[CH:17][CH:16]=1.C(Cl)(Cl)Cl. Product: [CH3:13][O:14][C:15]1[CH:16]=[CH:17][C:18]([S:21]([NH:1][C@H:2]([CH2:10][CH:11]=[CH2:12])[C:3]([O:5][C:6]([CH3:7])([CH3:8])[CH3:9])=[O:4])(=[O:23])=[O:22])=[CH:19][CH:20]=1. The catalyst class is: 17. (6) Reactant: [CH3:1][C:2]1[C:3](=[O:13])[NH:4][C:5](=[O:12])[NH:6][C:7]=1[C:8]([F:11])([F:10])[F:9].C(=O)([O-])[O-].[K+].[K+].Br[CH2:21][CH2:22]Br.O. Product: [CH3:1][C:2]1[C:3](=[O:13])[N:4]2[CH2:21][CH2:22][O:12][C:5]2=[N:6][C:7]=1[C:8]([F:11])([F:10])[F:9]. The catalyst class is: 9.